Dataset: Forward reaction prediction with 1.9M reactions from USPTO patents (1976-2016). Task: Predict the product of the given reaction. Given the reactants [Li]CCCC.[CH2:6]([N:8]1[CH2:13][CH2:12][N:11]([C:14]2[N:15](S(N(C)C)(=O)=O)[CH:16]=[CH:17][N:18]=2)[CH2:10][CH2:9]1)[CH3:7].CN([CH:28]=[O:29])C.C([O-])([O-])=O.[Na+].[Na+], predict the reaction product. The product is: [CH2:6]([N:8]1[CH2:13][CH2:12][N:11]([C:14]2[NH:15][C:16]([CH:28]=[O:29])=[CH:17][N:18]=2)[CH2:10][CH2:9]1)[CH3:7].